From a dataset of Full USPTO retrosynthesis dataset with 1.9M reactions from patents (1976-2016). Predict the reactants needed to synthesize the given product. (1) Given the product [Cl:18][C:19]1[S:26][C:25]2[CH:24]=[C:23]([C:27]([NH:1][CH:2]3[CH2:11][C:10]4[C:5](=[CH:6][CH:7]=[CH:8][CH:9]=4)[N:4]([CH2:12][C@@H:13]([OH:16])[CH2:14][OH:15])[C:3]3=[O:17])=[O:28])[NH:22][C:21]=2[C:20]=1[Cl:30], predict the reactants needed to synthesize it. The reactants are: [NH2:1][CH:2]1[CH2:11][C:10]2[C:5](=[CH:6][CH:7]=[CH:8][CH:9]=2)[N:4]([CH2:12][C@@H:13]([OH:16])[CH2:14][OH:15])[C:3]1=[O:17].[Cl:18][C:19]1[S:26][C:25]2[CH:24]=[C:23]([C:27](O)=[O:28])[NH:22][C:21]=2[C:20]=1[Cl:30]. (2) Given the product [N+:30]([C:25]1[CH:24]([CH3:33])[CH:22]2[CH2:23][C:19]([NH:39][C:48]([N:15]3[CH2:16][CH2:17][N:12]([C:9]4[CH:8]=[CH:7][C:6]([N:1]5[CH:5]=[CH:4][N:3]=[CH:2]5)=[CH:11][CH:10]=4)[CH2:13][CH2:14]3)=[O:50])([CH3:34])[O:20][C:21]2=[C:27]([CH3:28])[C:26]=1[CH3:29])([O-:32])=[O:31], predict the reactants needed to synthesize it. The reactants are: [N:1]1([C:6]2[CH:11]=[CH:10][C:9]([N:12]3[CH2:17][CH2:16][NH:15][CH2:14][CH2:13]3)=[CH:8][CH:7]=2)[CH:5]=[CH:4][N:3]=[CH:2]1.C[C:19]1([C:34](O)=O)[CH2:23][CH:22]2[CH:24]([CH3:33])[C:25]([N+:30]([O-:32])=[O:31])=[C:26]([CH3:29])[C:27]([CH3:28])=[C:21]2[O:20]1.Cl.C[N:39]([CH3:48])CCCN=C=NCC.Cl.[OH:50]N1C2C=CC=CC=2N=N1. (3) Given the product [Br:1][CH2:2][C:3]([C:5]1[CH:10]=[CH:9][C:8]([S:11]([CH3:12])=[O:21])=[CH:7][CH:6]=1)=[O:4], predict the reactants needed to synthesize it. The reactants are: [Br:1][CH2:2][C:3]([C:5]1[CH:10]=[CH:9][C:8]([S:11][CH3:12])=[CH:7][CH:6]=1)=[O:4].ClC1C=CC=C(C(OO)=[O:21])C=1.ClC1C=C(C=CC=1)C(O)=O. (4) Given the product [Cl:17][C:10]1[O:11][C:7]([C:1]2[CH:2]=[CH:3][CH:4]=[CH:5][CH:6]=2)=[CH:8][N:9]=1, predict the reactants needed to synthesize it. The reactants are: [C:1]1([C:7]2[O:11][CH:10]=[N:9][CH:8]=2)[CH:6]=[CH:5][CH:4]=[CH:3][CH:2]=1.[Li]CCCC.[Cl:17]C(Cl)(Cl)C(Cl)(Cl)Cl. (5) The reactants are: [Cl:1][C:2]1[CH:7]=[CH:6][C:5]([NH:8][C:9](=[O:15])[O:10][C:11]([CH3:14])([CH3:13])[CH3:12])=[CH:4][CH:3]=1.CN(CCN(C)C)C.[Li]C(CC)C.[Br:29][C:30]1[CH:37]=[CH:36][C:33]([CH:34]=[O:35])=[CH:32][CH:31]=1. Given the product [Br:29][C:30]1[CH:37]=[CH:36][C:33]([CH:34]([OH:35])[C:4]2[CH:3]=[C:2]([Cl:1])[CH:7]=[CH:6][C:5]=2[NH:8][C:9](=[O:15])[O:10][C:11]([CH3:12])([CH3:14])[CH3:13])=[CH:32][CH:31]=1, predict the reactants needed to synthesize it.